Dataset: Reaction yield outcomes from USPTO patents with 853,638 reactions. Task: Predict the reaction yield, written as a fraction of the theoretical maximum amount of product (1.0 means a 100% yield; for example, 0.34 means a 34% yield). (1) The reactants are [Br:1][C:2]1[CH:8]=[C:7]([C:9]2[O:13][CH:12]=[N:11][CH:10]=2)[C:6]([O:14][CH3:15])=[CH:5][C:3]=1[NH2:4].[C:16]([O:20][C:21]([NH:23][C@H:24]([CH2:28][CH:29]([CH3:31])[CH3:30])[C:25](O)=[O:26])=[O:22])([CH3:19])([CH3:18])[CH3:17].O=P(Cl)(Cl)Cl. The catalyst is N1C=CC=CC=1. The product is [C:16]([O:20][C:21](=[O:22])[NH:23][C@H:24]([CH2:28][CH:29]([CH3:30])[CH3:31])[C:25]([NH:4][C:3]1[CH:5]=[C:6]([O:14][CH3:15])[C:7]([C:9]2[O:13][CH:12]=[N:11][CH:10]=2)=[CH:8][C:2]=1[Br:1])=[O:26])([CH3:19])([CH3:18])[CH3:17]. The yield is 0.470. (2) The yield is 1.00. The product is [O:1]=[C:2]1[CH2:13][CH2:12][CH:11]=[CH:10][CH2:9][C@@H:8]([CH2:14][C:15]([OH:17])=[O:16])[C:7](=[O:22])[O:6][CH2:5][C@@H:4]([C:23]2[CH:28]=[CH:27][CH:26]=[CH:25][CH:24]=2)[NH:3]1. The reactants are [O:1]=[C:2]1[CH2:13][CH2:12][CH:11]=[CH:10][CH2:9][C@@H:8]([CH2:14][C:15]([O:17]C(C)(C)C)=[O:16])[C:7](=[O:22])[O:6][CH2:5][C@@H:4]([C:23]2[CH:28]=[CH:27][CH:26]=[CH:25][CH:24]=2)[NH:3]1.FC(F)(F)C(O)=O. The catalyst is C(Cl)Cl. (3) The reactants are [F:1][C:2]1[CH:3]=[C:4]([CH:6]=[CH:7][C:8]=1[O:9][CH3:10])[NH2:5].[N:11]([O-])=O.[Na+].O.O.[Sn](Cl)Cl. The catalyst is O.Cl. The product is [F:1][C:2]1[CH:3]=[C:4]([NH:5][NH2:11])[CH:6]=[CH:7][C:8]=1[O:9][CH3:10]. The yield is 0.500. (4) The reactants are O[CH2:2][C@H:3](C)[C:4](OC)=O.[C:9]([O-:12])(O)=O.[Na+].[BH4-].[Na+].C(O)(=O)[CH2:17][C:18]([CH2:23]C(O)=O)([C:20](O)=O)[OH:19]. The catalyst is C(OC(C)(C)C)(=O)C.CO. The product is [C:18]([O:19][CH2:2][C@H:3]([CH3:4])[CH2:9][OH:12])([CH3:17])([CH3:20])[CH3:23]. The yield is 0.680.